This data is from Full USPTO retrosynthesis dataset with 1.9M reactions from patents (1976-2016). The task is: Predict the reactants needed to synthesize the given product. (1) Given the product [F:9][C:10]1[CH:17]=[CH:16][C:13]([CH:14]2[C:25]3[C:24](=[O:29])[CH2:23][O:22][CH2:27][C:26]=3[NH:1][C:2]3[N:3]([CH3:8])[O:4][C:5](=[O:7])[C:6]2=3)=[CH:12][C:11]=1[C:18]([F:21])([F:20])[F:19], predict the reactants needed to synthesize it. The reactants are: [NH2:1][C:2]1[N:3]([CH3:8])[O:4][C:5](=[O:7])[CH:6]=1.[F:9][C:10]1[CH:17]=[CH:16][C:13]([CH:14]=O)=[CH:12][C:11]=1[C:18]([F:21])([F:20])[F:19].[O:22]1[CH2:27][C:26](=O)[CH2:25][C:24](=[O:29])[CH2:23]1. (2) Given the product [Br:1][C:2]1[CH:10]=[CH:9][C:8]([F:11])=[CH:7][C:3]=1[C:4]([N:14]([O:15][CH3:16])[CH3:13])=[O:5], predict the reactants needed to synthesize it. The reactants are: [Br:1][C:2]1[CH:10]=[CH:9][C:8]([F:11])=[CH:7][C:3]=1[C:4](O)=[O:5].Cl.[CH3:13][NH:14][O:15][CH3:16].Cl.CN(C)CCCN=C=NCC.OC1C2N=NNC=2C=CC=1.C(N(CC)CC)C. (3) Given the product [Cl:1][C:2]1[N:3]=[C:4]([NH:22][C:23]2[CH:31]=[CH:30][CH:29]=[C:28]([F:32])[C:24]=2[C:25]([OH:27])=[O:26])[C:5]2[CH:10]=[CH:9][N:8]([S:11]([C:14]3[CH:19]=[CH:18][C:17]([CH3:20])=[CH:16][CH:15]=3)(=[O:13])=[O:12])[C:6]=2[N:7]=1, predict the reactants needed to synthesize it. The reactants are: [Cl:1][C:2]1[N:3]=[C:4](Cl)[C:5]2[CH:10]=[CH:9][N:8]([S:11]([C:14]3[CH:19]=[CH:18][C:17]([CH3:20])=[CH:16][CH:15]=3)(=[O:13])=[O:12])[C:6]=2[N:7]=1.[NH2:22][C:23]1[CH:31]=[CH:30][CH:29]=[C:28]([F:32])[C:24]=1[C:25]([OH:27])=[O:26]. (4) Given the product [ClH:1].[OH:2][CH:3]([CH2:18][O:19][C:20]1[CH:25]=[CH:24][C:23]([CH:30]([CH3:45])[CH3:31])=[CH:22][CH:21]=1)[CH2:4][NH:5][C:6]([CH3:16])([CH3:17])[CH2:7][C:8]1[CH:9]=[CH:10][C:11]([O:14][CH3:15])=[CH:12][CH:13]=1, predict the reactants needed to synthesize it. The reactants are: [ClH:1].[OH:2][CH:3]([CH2:18][O:19][C:20]1[CH:25]=[CH:24][C:23](OC)=[CH:22][CH:21]=1)[CH2:4][NH:5][C:6]([CH3:17])([CH3:16])[CH2:7][C:8]1[CH:13]=[CH:12][C:11]([O:14][CH3:15])=[CH:10][CH:9]=1.Cl.O[CH:30]([CH2:45]OC1C=CC=CC=1C)[CH2:31]NC(C)(C)CC1C=CC(OC)=CC=1. (5) Given the product [NH2:19][C:10]1[C:9]2[N:8]=[C:7]([CH2:20][CH2:21][CH2:22][CH3:23])[N:6]([CH2:5][CH2:4][CH2:3][CH2:2][NH:1][C:31]([NH:30][C:24]3[CH:29]=[CH:28][CH:27]=[CH:26][CH:25]=3)=[O:32])[C:18]=2[C:17]2[CH:16]=[CH:15][CH:14]=[CH:13][C:12]=2[N:11]=1, predict the reactants needed to synthesize it. The reactants are: [NH2:1][CH2:2][CH2:3][CH2:4][CH2:5][N:6]1[C:18]2[C:17]3[CH:16]=[CH:15][CH:14]=[CH:13][C:12]=3[N:11]=[C:10]([NH2:19])[C:9]=2[N:8]=[C:7]1[CH2:20][CH2:21][CH2:22][CH3:23].[C:24]1([N:30]=[C:31]=[O:32])[CH:29]=[CH:28][CH:27]=[CH:26][CH:25]=1. (6) Given the product [Cl:1][C:2]1[N:7]=[C:6]([C:11]2[CH:10]=[N:9][CH:14]=[CH:13][CH:12]=2)[CH:5]=[CH:4][N:3]=1, predict the reactants needed to synthesize it. The reactants are: [Cl:1][C:2]1[N:7]=[C:6](Cl)[CH:5]=[CH:4][N:3]=1.[N:9]1[CH:14]=[CH:13][CH:12]=[C:11](B(O)O)[CH:10]=1.C(=O)([O-])[O-].[Na+].[Na+]. (7) Given the product [NH2:1][C:2]1[C:6]([C:7]([NH2:8])=[O:9])=[C:5]([C:10]2[CH:11]=[CH:12][C:13]([O:16][C:17]3[CH:22]=[CH:21][CH:20]=[CH:19][CH:18]=3)=[CH:14][CH:15]=2)[N:4]([C@@H:23]2[CH2:28][CH2:27][CH2:26][NH:25][CH2:24]2)[N:3]=1, predict the reactants needed to synthesize it. The reactants are: [NH2:1][C:2]1[C:6]([C:7](=[O:9])[NH2:8])=[C:5]([C:10]2[CH:15]=[CH:14][C:13]([O:16][C:17]3[CH:22]=[CH:21][CH:20]=[CH:19][CH:18]=3)=[CH:12][CH:11]=2)[N:4]([C@@H:23]2[CH2:28][CH2:27][CH2:26][N:25](C(OC(C)(C)C)=O)[CH2:24]2)[N:3]=1.C(O)(C(F)(F)F)=O.O.